This data is from KCNQ2 potassium channel screen with 302,405 compounds. The task is: Binary Classification. Given a drug SMILES string, predict its activity (active/inactive) in a high-throughput screening assay against a specified biological target. (1) The result is 0 (inactive). The compound is S(=O)(=O)(Nc1cc2nc(sc2cc1)C)c1c(ccc(c1)C)C. (2) The molecule is O=C(NC(CC)C)c1[nH]c(c(c1C)C(OC)=O)C. The result is 0 (inactive). (3) The compound is O=C(NC1CCCC1)CCCCCn1c(=O)c2c([nH]c1=O)cc(OC)c(OC)c2. The result is 0 (inactive). (4) The molecule is o1nc(cc1C)C(=N/OC(=O)Nc1ccccc1)/N. The result is 0 (inactive). (5) The result is 0 (inactive). The drug is S=C(N1N=C(C(\N=N\c2c3c(ccc2)cccc3)C1=O)C)N. (6) The drug is o1c2c(c(CC(=O)NNC(=O)c3ccccc3)c1)ccc(c2)C. The result is 0 (inactive). (7) The drug is Fc1cc2n(Cc3ccc(cc3)C)cc(c(=O)c2cc1)C(OCC)=O. The result is 0 (inactive). (8) The result is 0 (inactive). The molecule is O=C1N(C(\C(C1=O)=C(/O)c1c(ccc(c1)C)C)c1ccncc1)CCCn1ccnc1. (9) The compound is S1(=O)(=O)Cc2c(nn(c2NC(=O)c2ccc(OC(C)C)cc2)c2ccccc2)C1. The result is 0 (inactive).